From a dataset of Catalyst prediction with 721,799 reactions and 888 catalyst types from USPTO. Predict which catalyst facilitates the given reaction. (1) Reactant: FC(F)(F)S([O-])(=O)=O.[F:9][C:10]([F:28])([F:27])[CH2:11][CH2:12][CH2:13][O:14][C:15]1[CH:20]=[CH:19][C:18]([C:21]2SCCC[S+]=2)=[CH:17][CH:16]=1.[Br:29][C:30]1[CH:35]=[CH:34][C:33]([OH:36])=[CH:32][CH:31]=1.C(N(CC)CC)C.[FH:44].[FH:45].F.C(N(CC)CC)C.BrBr. Product: [Br:29][C:30]1[CH:35]=[CH:34][C:33]([O:36][C:21]([F:45])([F:44])[C:18]2[CH:17]=[CH:16][C:15]([O:14][CH2:13][CH2:12][CH2:11][C:10]([F:9])([F:27])[F:28])=[CH:20][CH:19]=2)=[CH:32][CH:31]=1. The catalyst class is: 4. (2) The catalyst class is: 283. Reactant: [CH2:1]([O:3][C:4](=[O:29])[CH2:5][CH2:6][CH2:7][O:8][C:9]1[CH:14]=[CH:13][CH:12]=[C:11]([CH2:15][CH2:16][CH2:17][CH2:18][CH2:19][CH2:20]Br)[C:10]=1[CH2:22][CH2:23][C:24]([O:26][CH2:27][CH3:28])=[O:25])[CH3:2].[I:30][C:31]1[CH:32]=[C:33]([OH:42])[CH:34]=[C:35]([C:37]2[CH:41]=[CH:40][S:39][CH:38]=2)[CH:36]=1.C(=O)([O-])[O-].[K+].[K+].CN(C)C=O. Product: [CH2:1]([O:3][C:4](=[O:29])[CH2:5][CH2:6][CH2:7][O:8][C:9]1[CH:14]=[CH:13][CH:12]=[C:11]([CH2:15][CH2:16][CH2:17][CH2:18][CH2:19][CH2:20][O:42][C:33]2[CH:34]=[C:35]([C:37]3[CH:41]=[CH:40][S:39][CH:38]=3)[CH:36]=[C:31]([I:30])[CH:32]=2)[C:10]=1[CH2:22][CH2:23][C:24]([O:26][CH2:27][CH3:28])=[O:25])[CH3:2]. (3) Reactant: [C:1]([O:5][C:6]([NH:8][CH2:9][C:10]1[CH:18]=[CH:17][C:13]([C:14]([OH:16])=O)=[CH:12][C:11]=1[F:19])=[O:7])([CH3:4])([CH3:3])[CH3:2].CCN(C(C)C)C(C)C.[CH3:29][N:30]1[C:39]2[NH:38][C:37]3[CH:40]=[C:41]([CH3:44])[CH:42]=[CH:43][C:36]=3[NH:35][CH2:34][C:33]=2[CH:32]=[N:31]1. Product: [C:1]([O:5][C:6](=[O:7])[NH:8][CH2:9][C:10]1[CH:18]=[CH:17][C:13]([C:14]([N:35]2[CH2:34][C:33]3[CH:32]=[N:31][N:30]([CH3:29])[C:39]=3[NH:38][C:37]3[CH:40]=[C:41]([CH3:44])[CH:42]=[CH:43][C:36]2=3)=[O:16])=[CH:12][C:11]=1[F:19])([CH3:2])([CH3:3])[CH3:4]. The catalyst class is: 166.